Dataset: Full USPTO retrosynthesis dataset with 1.9M reactions from patents (1976-2016). Task: Predict the reactants needed to synthesize the given product. (1) Given the product [F:1][C:2]1[C:10]([N+:11]([O-:13])=[O:12])=[CH:9][CH:8]=[CH:7][C:3]=1[C:4]([N:19]1[CH2:20][CH2:21][CH2:22][C@H:18]1[C:17]([O:16][CH3:15])=[O:23])=[O:6], predict the reactants needed to synthesize it. The reactants are: [F:1][C:2]1[C:10]([N+:11]([O-:13])=[O:12])=[CH:9][CH:8]=[CH:7][C:3]=1[C:4]([OH:6])=O.Cl.[CH3:15][O:16][C:17](=[O:23])[C@@H:18]1[CH2:22][CH2:21][CH2:20][NH:19]1.C(N(CC)CC)C. (2) Given the product [Br:23][C:20]1[CH:21]=[CH:22][C:17]([CH2:16][NH:15][C:14]([C:8]2[CH:9]=[CH:10][C:11]([Cl:13])=[CH:12][C:7]=2[O:6][CH2:5][C:4]([OH:26])=[O:3])=[O:25])=[C:18]([F:24])[CH:19]=1, predict the reactants needed to synthesize it. The reactants are: C([O:3][C:4](=[O:26])[CH2:5][O:6][C:7]1[CH:12]=[C:11]([Cl:13])[CH:10]=[CH:9][C:8]=1[C:14](=[O:25])[NH:15][CH2:16][C:17]1[CH:22]=[CH:21][C:20]([Br:23])=[CH:19][C:18]=1[F:24])C.[OH-].[Na+].Cl. (3) Given the product [C:23]([O:22][CH:7]([CH2:8][CH:9]=[C:10]([CH3:18])[CH2:11][CH2:12][CH2:13][C@H:14]([CH3:17])[CH2:15][OH:16])[C:19](=[O:21])[CH3:20])(=[O:25])[CH3:24], predict the reactants needed to synthesize it. The reactants are: C(OC(=O)[C:7]([O:22][C:23](=[O:25])[CH3:24])([C:19](=[O:21])[CH3:20])[CH2:8]/[CH:9]=[C:10](/[CH3:18])\[CH2:11][CH2:12][CH2:13][C@H:14]([CH3:17])[CH2:15][OH:16])(C)(C)C.C(O)(C(F)(F)F)=O. (4) Given the product [F:16][C:17]1[CH:24]=[C:23]([C:25]([F:26])([F:27])[F:28])[CH:22]=[CH:21][C:18]=1[C:19](=[S:4])[NH2:20], predict the reactants needed to synthesize it. The reactants are: [S].C(O)(=[S:4])C.B(F)(F)F.CCOCC.[P].[F:16][C:17]1[CH:24]=[C:23]([C:25]([F:28])([F:27])[F:26])[CH:22]=[CH:21][C:18]=1[C:19]#[N:20]. (5) Given the product [Br:6][C:7]1[CH:8]=[CH:9][C:10]2[S:14][C:13]([S:2]([Cl:1])(=[O:5])=[O:3])=[C:12]([CH3:15])[C:11]=2[CH:16]=1, predict the reactants needed to synthesize it. The reactants are: [Cl:1][S:2]([OH:5])(=O)=[O:3].[Br:6][C:7]1[CH:8]=[CH:9][C:10]2[S:14][CH:13]=[C:12]([CH3:15])[C:11]=2[CH:16]=1. (6) Given the product [NH2:27][C:20]1[C:21]2[C:26](=[CH:25][CH:24]=[CH:23][CH:22]=2)[C:17]([O:16][C:14]2[CH:13]=[CH:12][N:11]=[C:10]([NH:9][C:7]3[CH:6]=[C:5]([O:35][CH2:36][CH2:37][O:38][CH2:39][CH2:40][O:41][CH2:42][CH2:43][O:44][CH3:45])[N:4]=[C:3]([O:2][CH3:1])[CH:8]=3)[N:15]=2)=[CH:18][CH:19]=1, predict the reactants needed to synthesize it. The reactants are: [CH3:1][O:2][C:3]1[CH:8]=[C:7]([NH:9][C:10]2[N:15]=[C:14]([O:16][C:17]3[C:26]4[C:21](=[CH:22][CH:23]=[CH:24][CH:25]=4)[C:20]([NH:27]C(=O)OC(C)(C)C)=[CH:19][CH:18]=3)[CH:13]=[CH:12][N:11]=2)[CH:6]=[C:5]([O:35][CH2:36][CH2:37][O:38][CH2:39][CH2:40][O:41][CH2:42][CH2:43][O:44][CH3:45])[N:4]=1.C(O)(C(F)(F)F)=O. (7) Given the product [CH3:29][C:26]([O:25][C@H:24]([CH3:30])[C@@H:23]([C:31]([O:33][CH3:34])=[O:32])[NH:22][C:20]([C:19]1[CH:18]=[CH:17][C:16]([C:35]2[CH:40]=[CH:39][CH:38]=[CH:37][CH:36]=2)=[CH:15][C:14]=1[NH:13][C:11]([NH:10][C:3]1[C:2]([CH3:1])=[CH:7][C:6]([CH3:8])=[CH:5][C:4]=1[CH3:9])=[O:12])=[O:21])([CH3:27])[CH3:28], predict the reactants needed to synthesize it. The reactants are: [CH3:1][C:2]1[CH:7]=[C:6]([CH3:8])[CH:5]=[C:4]([CH3:9])[C:3]=1[N:10]=[C:11]=[O:12].[NH2:13][C:14]1[CH:15]=[C:16]([C:35]2[CH:40]=[CH:39][CH:38]=[CH:37][CH:36]=2)[CH:17]=[CH:18][C:19]=1[C:20]([NH:22][C@H:23]([C:31]([O:33][CH3:34])=[O:32])[C@@H:24]([CH3:30])[O:25][C:26]([CH3:29])([CH3:28])[CH3:27])=[O:21].CCCCCC.C(OCC)(=O)C.